From a dataset of Catalyst prediction with 721,799 reactions and 888 catalyst types from USPTO. Predict which catalyst facilitates the given reaction. (1) Reactant: [OH:1][C:2]1[CH:11]=[CH:10][C:9]([O:12][C:13]([F:16])([F:15])[F:14])=[CH:8][C:3]=1[C:4]([O:6][CH3:7])=[O:5].C1C(=O)N([Br:24])C(=O)C1. Product: [Br:24][C:11]1[C:2]([OH:1])=[C:3]([CH:8]=[C:9]([O:12][C:13]([F:14])([F:15])[F:16])[CH:10]=1)[C:4]([O:6][CH3:7])=[O:5]. The catalyst class is: 23. (2) Reactant: [CH2:1]1[C:7]2[CH:8]=[CH:9][C:10]([O:12][C:13]3[CH:21]=[CH:20][C:16]([C:17]([NH2:19])=[O:18])=[CH:15][N:14]=3)=[CH:11][C:6]=2[CH2:5][CH2:4][CH2:3][NH:2]1.C([O-])([O-])=O.[K+].[K+].Br[CH2:29][CH2:30][CH2:31][CH2:32][CH:33]([CH3:35])[CH3:34].C(OCC)(=O)C. Product: [CH3:34][CH:33]([CH3:35])[CH2:32][CH2:31][CH2:30][CH2:29][N:2]1[CH2:3][CH2:4][CH2:5][C:6]2[CH:11]=[C:10]([O:12][C:13]3[CH:21]=[CH:20][C:16]([C:17]([NH2:19])=[O:18])=[CH:15][N:14]=3)[CH:9]=[CH:8][C:7]=2[CH2:1]1. The catalyst class is: 3. (3) Reactant: [C:1]([O:6][CH2:7][CH3:8])(=[O:5])[C:2]([CH3:4])=O.Cl.[C:10]([NH:14][NH2:15])([CH3:13])([CH3:12])[CH3:11].C(N(CC)C(C)C)(C)C. Product: [C:10]([NH:14]/[N:15]=[C:2](\[CH3:4])/[C:1]([O:6][CH2:7][CH3:8])=[O:5])([CH3:13])([CH3:12])[CH3:11]. The catalyst class is: 8. (4) Reactant: C(OC([N:11]1[CH2:16][CH2:15][CH:14]([C:17](=[O:34])[NH:18][C:19]2[CH:24]=[C:23]([C:25]3[C:30]([O:31][CH3:32])=[CH:29][CH:28]=[CH:27][C:26]=3[F:33])[N:22]=[CH:21][N:20]=2)[CH2:13][CH2:12]1)=O)C1C=CC=CC=1. Product: [F:33][C:26]1[CH:27]=[CH:28][CH:29]=[C:30]([O:31][CH3:32])[C:25]=1[C:23]1[N:22]=[CH:21][N:20]=[C:19]([NH:18][C:17]([CH:14]2[CH2:13][CH2:12][NH:11][CH2:16][CH2:15]2)=[O:34])[CH:24]=1. The catalyst class is: 19.